From a dataset of Full USPTO retrosynthesis dataset with 1.9M reactions from patents (1976-2016). Predict the reactants needed to synthesize the given product. (1) The reactants are: [N:1]12[CH2:8][CH2:7][CH:4]([CH2:5][CH2:6]1)[CH:3]([O:9][C:10](=[O:23])[NH:11][C:12]([C:15]1[CH:20]=[CH:19][C:18]([F:21])=[C:17](Br)[CH:16]=1)([CH3:14])[CH3:13])[CH2:2]2.[N:24]1[CH:29]=[CH:28][C:27](B(O)O)=[CH:26][CH:25]=1. Given the product [F:21][C:18]1[CH:19]=[CH:20][C:15]([C:12]([NH:11][C:10](=[O:23])[O:9][CH:3]2[CH:4]3[CH2:7][CH2:8][N:1]([CH2:6][CH2:5]3)[CH2:2]2)([CH3:14])[CH3:13])=[CH:16][C:17]=1[C:27]1[CH:28]=[CH:29][N:24]=[CH:25][CH:26]=1, predict the reactants needed to synthesize it. (2) The reactants are: [C:1]([O:5][C:6]([NH:8][C@H:9]([C:22]([O:24]C)=O)[CH2:10][CH:11]([C:15]1[CH:20]=[CH:19][CH:18]=[CH:17][C:16]=1[CH3:21])[C:12](=O)[CH3:13])=[O:7])([CH3:4])([CH3:3])[CH3:2].C(O)(=O)C.[F:30][C:31]([F:35])([F:34])[CH2:32][NH2:33].C(O[BH-](OC(=O)C)OC(=O)C)(=O)C.[Na+].C(=O)([O-])[O-].[K+].[K+]. Given the product [CH3:13][C@H:12]1[N:33]([CH2:32][C:31]([F:35])([F:34])[F:30])[C:22](=[O:24])[C@@H:9]([NH:8][C:6](=[O:7])[O:5][C:1]([CH3:2])([CH3:3])[CH3:4])[CH2:10][C@H:11]1[C:15]1[CH:20]=[CH:19][CH:18]=[CH:17][C:16]=1[CH3:21], predict the reactants needed to synthesize it. (3) Given the product [S:19]1[CH:23]=[CH:22][CH:21]=[C:20]1[CH2:24][O:25][C:8]1[C:7]2[C:5]3[C:4]([C:15]4[C:16]=2[C:11]([CH:12]=[CH:13][CH:14]=4)=[CH:10][CH:9]=1)=[C:3]([C:17]#[N:18])[C:2](=[O:1])[N:6]=3, predict the reactants needed to synthesize it. The reactants are: [O:1]=[C:2]1[N:6]=[C:5]2[C:7]3[CH:8]=[CH:9][CH:10]=[C:11]4[C:16]=3[C:15]([C:4]2=[C:3]1[C:17]#[N:18])=[CH:14][CH:13]=[CH:12]4.[S:19]1[CH:23]=[CH:22][CH:21]=[C:20]1[CH2:24][OH:25].